From a dataset of Reaction yield outcomes from USPTO patents with 853,638 reactions. Predict the reaction yield, written as a fraction of the theoretical maximum amount of product (1.0 means a 100% yield; for example, 0.34 means a 34% yield). (1) The reactants are [CH:1](=O)[CH:2]([CH3:4])[CH3:3].[CH2:6]([SH:10])[CH2:7][CH2:8][SH:9].B(F)(F)F.CCOCC. The catalyst is ClCCl. The product is [CH:2]([CH:1]1[S:10][CH2:6][CH2:7][CH2:8][S:9]1)([CH3:4])[CH3:3]. The yield is 1.00. (2) The reactants are [CH3:1][O:2][C:3]1[CH:4]=[C:5]([CH:10]=[CH:11][C:12]=1[O:13][CH2:14][C:15]([CH3:17])=[CH2:16])[C:6]([O:8][CH3:9])=[O:7].OS(O)(=O)=O.[CH3:23][OH:24]. No catalyst specified. The product is [CH3:1][O:2][C:3]1[CH:4]=[C:5]([CH:10]=[CH:11][C:12]=1[O:13][CH2:14][C:15]([O:24][CH3:23])([CH3:17])[CH3:16])[C:6]([O:8][CH3:9])=[O:7]. The yield is 0.590. (3) The product is [ClH:45].[O:1]=[C:2]1[C:6]2([CH2:7][CH2:8][N:9]([CH2:12][CH2:13][CH2:14][CH:15]3[C:23]4[C:18](=[CH:19][CH:20]=[CH:21][CH:22]=4)[NH:17][C:16]3=[O:24])[CH2:10][CH2:11]2)[N:5]([C:25]2[CH:26]=[CH:27][CH:28]=[CH:29][CH:30]=2)[CH2:4][N:3]1[CH2:31][C:32]1[CH:33]=[C:34]([CH:42]=[CH:43][CH:44]=1)[C:35]([OH:37])=[O:36]. The reactants are [O:1]=[C:2]1[C:6]2([CH2:11][CH2:10][N:9]([CH2:12][CH2:13][CH2:14][CH:15]3[C:23]4[C:18](=[CH:19][CH:20]=[CH:21][CH:22]=4)[NH:17][C:16]3=[O:24])[CH2:8][CH2:7]2)[N:5]([C:25]2[CH:30]=[CH:29][CH:28]=[CH:27][CH:26]=2)[CH2:4][N:3]1[CH2:31][C:32]1[CH:33]=[C:34]([CH:42]=[CH:43][CH:44]=1)[C:35]([O:37]C(C)(C)C)=[O:36].[ClH:45]. The catalyst is O1CCOCC1. The yield is 0.900. (4) The reactants are [NH:1]([C:3]1[CH:12]=[CH:11][C:6]([C:7]([O:9][CH3:10])=[O:8])=[CH:5][CH:4]=1)[NH2:2].Br[CH2:14][CH2:15][C:16]1[CH:17]=[CH:18][C:19]([CH3:22])=[N:20][CH:21]=1. The catalyst is C(N(CC)CC)C. The product is [CH3:22][C:19]1[N:20]=[CH:21][C:16]([CH2:15][CH2:14][N:1]([C:3]2[CH:4]=[CH:5][C:6]([C:7]([O:9][CH3:10])=[O:8])=[CH:11][CH:12]=2)[NH2:2])=[CH:17][CH:18]=1. The yield is 0.285. (5) The reactants are [N:1]1([CH2:6][CH2:7][CH2:8][C:9]2[CH:14]=[CH:13][C:12]([NH:15][C:16]3[N:21]=[CH:20][C:19]([NH2:22])=[CH:18][N:17]=3)=[CH:11][CH:10]=2)[CH2:5][CH2:4][CH2:3][CH2:2]1.[Cl:23][C:24]1[CH:32]=[CH:31][CH:30]=[C:29]([Cl:33])[C:25]=1[C:26](Cl)=[O:27].C(N(CC)CC)C.C([O-])(O)=O.[Na+]. The catalyst is C1COCC1. The product is [Cl:23][C:24]1[CH:32]=[CH:31][CH:30]=[C:29]([Cl:33])[C:25]=1[C:26]([NH:22][C:19]1[CH:20]=[N:21][C:16]([NH:15][C:12]2[CH:11]=[CH:10][C:9]([CH2:8][CH2:7][CH2:6][N:1]3[CH2:5][CH2:4][CH2:3][CH2:2]3)=[CH:14][CH:13]=2)=[N:17][CH:18]=1)=[O:27]. The yield is 0.130. (6) The reactants are C[O:2][C:3](=[O:17])[CH:4]([CH2:13][CH:14]([CH3:16])[CH3:15])[CH2:5][C:6]([O:8][C:9]([CH3:12])([CH3:11])[CH3:10])=[O:7]. The catalyst is Cl.CC(C)=O. The product is [C:9]([O:8][C:6](=[O:7])[CH2:5][CH:4]([CH2:13][CH:14]([CH3:15])[CH3:16])[C:3]([OH:17])=[O:2])([CH3:12])([CH3:11])[CH3:10]. The yield is 0.970. (7) The catalyst is ClCCCl. The reactants are [Cl:1][C:2]1[CH:3]=[C:4]2[C:8](=[CH:9][CH:10]=1)[N:7]([CH:11]([C:18]1[CH:23]=[CH:22][CH:21]=[CH:20][CH:19]=1)[C:12]1[CH:17]=[CH:16][CH:15]=[CH:14][CH:13]=1)[C:6]([CH2:24][CH2:25][NH:26][S:27]([CH2:30][C:31]1[CH:36]=[CH:35][CH:34]=[CH:33][C:32]=1[CH:37]=O)(=[O:29])=[O:28])=[C:5]2[CH2:39][CH2:40][CH2:41][C:42]1[CH:51]=[CH:50][C:45]([C:46]([O:48]C)=[O:47])=[CH:44][CH:43]=1.[NH:52]1[CH2:57][CH2:56][O:55][CH2:54][CH2:53]1.[BH-](OC(C)=O)(OC(C)=O)OC(C)=O.[Na+]. The yield is 0.640. The product is [Cl:1][C:2]1[CH:3]=[C:4]2[C:8](=[CH:9][CH:10]=1)[N:7]([CH:11]([C:18]1[CH:19]=[CH:20][CH:21]=[CH:22][CH:23]=1)[C:12]1[CH:17]=[CH:16][CH:15]=[CH:14][CH:13]=1)[C:6]([CH2:24][CH2:25][NH:26][S:27]([CH2:30][C:31]1[CH:36]=[CH:35][CH:34]=[CH:33][C:32]=1[CH2:37][N:52]1[CH2:57][CH2:56][O:55][CH2:54][CH2:53]1)(=[O:29])=[O:28])=[C:5]2[CH2:39][CH2:40][CH2:41][C:42]1[CH:51]=[CH:50][C:45]([C:46]([OH:48])=[O:47])=[CH:44][CH:43]=1. (8) The reactants are Cl[C:2]1[CH:7]=[CH:6][CH:5]=[C:4]([Cl:8])[N:3]=1.[CH2:9]([C:13]1[S:14][C:15]2[CH:21]=[CH:20][CH:19]=[CH:18][C:16]=2[N:17]=1)[CH2:10][C:11]#[CH:12]. No catalyst specified. The product is [Cl:8][C:4]1[N:3]=[C:2]([C:12]#[C:11][CH2:10][CH2:9][C:13]2[S:14][C:15]3[CH:21]=[CH:20][CH:19]=[CH:18][C:16]=3[N:17]=2)[CH:7]=[CH:6][CH:5]=1. The yield is 0.190. (9) The reactants are [OH:1][N:2]=[C:3]([Cl:11])[C@@H:4]1[CH2:8][O:7][C:6]([CH3:10])([CH3:9])[O:5]1.[CH3:12][S:13](Cl)(=[O:15])=[O:14].C(N(CC)C(C)C)(C)C. The catalyst is C1COCC1. The product is [CH3:10][C:6]1([CH3:9])[O:5][C@H:4]([C:3]([Cl:11])=[N:2][O:1][S:13]([CH3:12])(=[O:15])=[O:14])[CH2:8][O:7]1. The yield is 0.866.